This data is from Forward reaction prediction with 1.9M reactions from USPTO patents (1976-2016). The task is: Predict the product of the given reaction. (1) Given the reactants CO[C:3]([C:5]1[N:6]=[C:7]([C:24]2[CH:25]=[N:26][CH:27]=[C:28]([F:30])[CH:29]=2)[C:8]2[C:9](=[O:23])[N:10]([CH2:16][C:17]3[CH:22]=[CH:21][CH:20]=[CH:19][CH:18]=3)[CH:11]=[CH:12][C:13]=2[C:14]=1[OH:15])=[O:4].OC(C(F)(F)F)=O.[NH2:38][CH2:39][C:40]([CH3:45])([CH3:44])[C:41]([OH:43])=[O:42].C[O-].[Na+], predict the reaction product. The product is: [CH2:16]([N:10]1[C:9](=[O:23])[C:8]2[C:7]([C:24]3[CH:25]=[N:26][CH:27]=[C:28]([F:30])[CH:29]=3)=[N:6][C:5]([C:3]([NH:38][CH2:39][C:40]([CH3:45])([CH3:44])[C:41]([OH:43])=[O:42])=[O:4])=[C:14]([OH:15])[C:13]=2[CH:12]=[CH:11]1)[C:17]1[CH:22]=[CH:21][CH:20]=[CH:19][CH:18]=1. (2) The product is: [Si:28]([O:18][C:13]1[CH:12]=[C:11]([C:10]2[C:3]3[C:4](=[N:5][CH:6]=[N:7][C:2]=3[NH2:1])[NH:8][N:9]=2)[CH:16]=[C:15]([F:17])[CH:14]=1)([C:24]([CH3:27])([CH3:26])[CH3:25])([CH3:30])[CH3:29]. Given the reactants [NH2:1][C:2]1[N:7]=[CH:6][N:5]=[C:4]2[NH:8][N:9]=[C:10]([C:11]3[CH:12]=[C:13]([OH:18])[CH:14]=[C:15]([F:17])[CH:16]=3)[C:3]=12.N1C=CN=C1.[C:24]([Si:28](Cl)([CH3:30])[CH3:29])([CH3:27])([CH3:26])[CH3:25], predict the reaction product. (3) Given the reactants [Cl:1][C:2]1[CH:7]=[CH:6][CH:5]=[CH:4][C:3]=1[NH:8][C:9]([C:11]1[CH:15]=[CH:14][NH:13][N:12]=1)=[O:10].[F:16][C:17]([F:30])([F:29])[C:18]([N:20]1[CH2:25][CH2:24][CH:23]([N:26]=[C:27]=[O:28])[CH2:22][CH2:21]1)=[O:19], predict the reaction product. The product is: [Cl:1][C:2]1[CH:7]=[CH:6][CH:5]=[CH:4][C:3]=1[NH:8][C:9]([C:11]1[CH:15]=[CH:14][N:13]([C:27]([NH:26][CH:23]2[CH2:24][CH2:25][N:20]([C:18](=[O:19])[C:17]([F:29])([F:16])[F:30])[CH2:21][CH2:22]2)=[O:28])[N:12]=1)=[O:10]. (4) Given the reactants C(C1C=C(OC)C(F)=C(C(O)C#N)C=1)C.[CH2:16]([O:18][C:19]1[C:20]([F:33])=[C:21]([CH:27]([OH:32])[C:28]([O:30][CH3:31])=[O:29])[CH:22]=[C:23]([CH2:25][CH3:26])[CH:24]=1)C, predict the reaction product. The product is: [CH2:25]([C:23]1[CH:24]=[C:19]([O:18][CH3:16])[C:20]([F:33])=[C:21]([CH:27]([OH:32])[C:28]([O:30][CH3:31])=[O:29])[CH:22]=1)[CH3:26]. (5) The product is: [F:1][C:2]([F:26])([F:27])[C:3]1[CH:4]=[CH:5][C:6]([C:9]2[CH:14]=[CH:13][CH:12]=[C:11]([C:15]3[CH:20]=[CH:19][C:18]([C:21]([F:22])([F:23])[F:24])=[CH:17][CH:16]=3)[C:10]=2[NH:25][C:28](=[O:32])[C:29]([NH:25][C:10]2[C:11]([C:15]3[CH:20]=[CH:19][C:18]([C:21]([F:22])([F:23])[F:24])=[CH:17][CH:16]=3)=[CH:12][CH:13]=[CH:14][C:9]=2[C:6]2[CH:7]=[CH:8][C:3]([C:2]([F:1])([F:26])[F:27])=[CH:4][CH:5]=2)=[O:30])=[CH:7][CH:8]=1. Given the reactants [F:1][C:2]([F:27])([F:26])[C:3]1[CH:8]=[CH:7][C:6]([C:9]2[CH:14]=[CH:13][CH:12]=[C:11]([C:15]3[CH:20]=[CH:19][C:18]([C:21]([F:24])([F:23])[F:22])=[CH:17][CH:16]=3)[C:10]=2[NH2:25])=[CH:5][CH:4]=1.[C:28](Cl)(=[O:32])[C:29](Cl)=[O:30].O, predict the reaction product. (6) Given the reactants [C:1]([C:5]1[O:9][C:8]([C:10](=[O:40])[CH:11]([NH:13][C:14](=[O:39])[CH2:15][N:16]2[C:21](=[O:22])[C:20]([NH:23]C(=O)CC3C=CC=CC=3)=[CH:19][N:18]=[C:17]2[C:33]2[CH:38]=[CH:37][CH:36]=[CH:35][CH:34]=2)[CH3:12])=[N:7][N:6]=1)([CH3:4])([CH3:3])[CH3:2].CCC(COC(C(N(CC[NH+](C)C)C)=O)(C1C=CC=CC=1)C1C=CC=CC=1)CC.[Cl-].CC1(C)S[C@@H]2[C@H](NC(CC3C=CC=CC=3)=O)C(=O)N2[C@H]1C([O-])=O.[K+], predict the reaction product. The product is: [C:1]([C:5]1[O:9][C:8]([C:10](=[O:40])[CH:11]([NH:13][C:14](=[O:39])[CH2:15][N:16]2[C:21](=[O:22])[C:20]([NH2:23])=[CH:19][N:18]=[C:17]2[C:33]2[CH:34]=[CH:35][CH:36]=[CH:37][CH:38]=2)[CH3:12])=[N:7][N:6]=1)([CH3:2])([CH3:3])[CH3:4]. (7) The product is: [C:54]([NH:57][NH:58][C:9]([C:7]1[CH:6]=[C:5]([NH:12][CH2:13][CH2:14][C:15]2[CH:20]=[CH:19][C:18]([O:21][CH3:22])=[CH:17][CH:16]=2)[N:4]=[C:3]([O:2][CH3:1])[N:8]=1)=[O:11])(=[O:56])[CH3:55]. Given the reactants [CH3:1][O:2][C:3]1[N:8]=[C:7]([C:9]([OH:11])=O)[CH:6]=[C:5]([NH:12][CH2:13][CH2:14][C:15]2[CH:20]=[CH:19][C:18]([O:21][CH3:22])=[CH:17][CH:16]=2)[N:4]=1.C(N(CC)C(C)C)(C)C.CN(C(ON1N=NC2C=CC=CC1=2)=[N+](C)C)C.[B-](F)(F)(F)F.[C:54]([NH:57][NH2:58])(=[O:56])[CH3:55], predict the reaction product.